From a dataset of Reaction yield outcomes from USPTO patents with 853,638 reactions. Predict the reaction yield, written as a fraction of the theoretical maximum amount of product (1.0 means a 100% yield; for example, 0.34 means a 34% yield). (1) The reactants are [Cl-].O[NH3+:3].[C:4](=[O:7])([O-])[OH:5].[Na+].CS(C)=O.[CH:13]1([C:16]2[N:51]=[C:19]3[N:20]([CH2:43][C:44]4[CH:49]=[CH:48][C:47]([F:50])=[CH:46][CH:45]=4)[C:21](=[O:42])[C:22]([CH2:27][C:28]4[CH:33]=[CH:32][C:31]([C:34]5[C:35]([C:40]#[N:41])=[CH:36][CH:37]=[CH:38][CH:39]=5)=[CH:30][CH:29]=4)=[C:23]([CH2:24][CH2:25][CH3:26])[N:18]3[N:17]=2)[CH2:15][CH2:14]1. The catalyst is C(OCC)(=O)C. The product is [CH:13]1([C:16]2[N:51]=[C:19]3[N:20]([CH2:43][C:44]4[CH:49]=[CH:48][C:47]([F:50])=[CH:46][CH:45]=4)[C:21](=[O:42])[C:22]([CH2:27][C:28]4[CH:33]=[CH:32][C:31]([C:34]5[CH:39]=[CH:38][CH:37]=[CH:36][C:35]=5[C:40]5[NH:3][C:4](=[O:7])[O:5][N:41]=5)=[CH:30][CH:29]=4)=[C:23]([CH2:24][CH2:25][CH3:26])[N:18]3[N:17]=2)[CH2:14][CH2:15]1. The yield is 0.580. (2) The reactants are [Cl:1][C:2]1[CH:21]=[CH:20][C:5]([C:6]([C@@H:8]2[CH2:12][CH2:11][N:10]([C:13]([O:15][C:16]([CH3:19])([CH3:18])[CH3:17])=[O:14])[CH2:9]2)=[O:7])=[CH:4][C:3]=1[F:22].C([BH-](C(CC)C)C(CC)C)(CC)C.[Li+].O. The catalyst is C1COCC1. The product is [Cl:1][C:2]1[CH:21]=[CH:20][C:5]([CH:6]([OH:7])[C@@H:8]2[CH2:12][CH2:11][N:10]([C:13]([O:15][C:16]([CH3:17])([CH3:19])[CH3:18])=[O:14])[CH2:9]2)=[CH:4][C:3]=1[F:22]. The yield is 0.690. (3) The reactants are [C:1]1([S:7]([CH:10]2[CH2:15][CH2:14][NH:13][CH2:12][CH2:11]2)(=[O:9])=[O:8])[CH:6]=[CH:5][CH:4]=[CH:3][CH:2]=1.Cl[C:17]1[C:22]([C:23]([F:26])([F:25])[F:24])=[CH:21][CH:20]=[CH:19][N:18]=1.C(N(C(C)C)CC)(C)C.[NH4+].[Cl-]. The catalyst is O1CCOCC1. The product is [C:1]1([S:7]([CH:10]2[CH2:11][CH2:12][N:13]([C:17]3[C:22]([C:23]([F:26])([F:25])[F:24])=[CH:21][CH:20]=[CH:19][N:18]=3)[CH2:14][CH2:15]2)(=[O:9])=[O:8])[CH:6]=[CH:5][CH:4]=[CH:3][CH:2]=1. The yield is 0.550. (4) The reactants are [OH:1][CH:2]1[CH2:6][O:5][C:4](=[O:7])[CH2:3]1.[O:8]1[CH:13]=[CH:12][CH2:11][CH2:10][CH2:9]1.CC1C=CC(S([O-])(=O)=O)=CC=1.C1C=C[NH+]=CC=1. The catalyst is C(Cl)Cl. The product is [O:8]1[CH2:13][CH2:12][CH2:11][CH2:10][CH:9]1[O:1][CH:2]1[CH2:6][O:5][C:4](=[O:7])[CH2:3]1. The yield is 0.680. (5) The reactants are Br[C:2]1[CH:3]=[C:4]([CH2:8][S:9]([C:12]2[CH:17]=[C:16]([C:18]([CH3:21])([CH3:20])[CH3:19])[C:15]([OH:22])=[C:14]([C:23]([CH3:26])([CH3:25])[CH3:24])[CH:13]=2)(=[O:11])=[O:10])[CH:5]=[CH:6][CH:7]=1.[CH2:27]=[CH:28][C:29]1[CH:34]=[CH:33][CH:32]=[CH:31][CH:30]=1.C1(C(N)C2CCCCC2)CCCCC1. The catalyst is C1COCC1.CC(C)([P](C(C)(C)C)([Pd][P](C(C)(C)C)(C(C)(C)C)C(C)(C)C)C(C)(C)C)C.C1C=CC(/C=C/C(/C=C/C2C=CC=CC=2)=O)=CC=1.C1C=CC(/C=C/C(/C=C/C2C=CC=CC=2)=O)=CC=1.C1C=CC(/C=C/C(/C=C/C2C=CC=CC=2)=O)=CC=1.[Pd].[Pd]. The product is [C:18]([C:16]1[CH:17]=[C:12]([S:9]([CH2:8][C:4]2[CH:5]=[CH:6][CH:7]=[C:2]([CH:27]=[CH:28][C:29]3[CH:34]=[CH:33][CH:32]=[CH:31][CH:30]=3)[CH:3]=2)(=[O:11])=[O:10])[CH:13]=[C:14]([C:23]([CH3:26])([CH3:25])[CH3:24])[C:15]=1[OH:22])([CH3:21])([CH3:20])[CH3:19]. The yield is 0.120.